Dataset: Forward reaction prediction with 1.9M reactions from USPTO patents (1976-2016). Task: Predict the product of the given reaction. (1) Given the reactants I[C:2]1[C:10]2[C:5](=[N:6][CH:7]=[N:8][C:9]=2[NH2:11])[N:4]([CH:12]2[CH2:17][CH2:16][N:15]([CH3:18])[CH2:14][CH2:13]2)[N:3]=1.[CH3:19][O:20][C:21]1[CH:26]=[C:25](B2OC(C)(C)C(C)(C)O2)[CH:24]=[CH:23][C:22]=1[NH:36][C:37](=[O:43])[O:38][C:39]([CH3:42])([CH3:41])[CH3:40].C(=O)([O-])[O-].[Na+].[Na+], predict the reaction product. The product is: [NH2:11][C:9]1[N:8]=[CH:7][N:6]=[C:5]2[N:4]([CH:12]3[CH2:17][CH2:16][N:15]([CH3:18])[CH2:14][CH2:13]3)[N:3]=[C:2]([C:25]3[CH:24]=[CH:23][C:22]([NH:36][C:37](=[O:43])[O:38][C:39]([CH3:40])([CH3:41])[CH3:42])=[C:21]([O:20][CH3:19])[CH:26]=3)[C:10]=12. (2) Given the reactants [CH3:1][Si:2]([CH3:22])([CH3:21])[CH2:3][CH2:4][O:5][C:6](=[O:20])[CH:7]([CH2:16][CH2:17][S:18][CH3:19])[NH:8]C(OC(C)(C)C)=O.FC(F)(F)C(O)=O.C(=O)([O-])O.[Na+], predict the reaction product. The product is: [CH3:22][Si:2]([CH3:1])([CH3:21])[CH2:3][CH2:4][O:5][C:6](=[O:20])[CH:7]([CH2:16][CH2:17][S:18][CH3:19])[NH2:8]. (3) Given the reactants Br[C:2]1[CH:7]=[C:6]([C:8]([O:10]C)=O)[C:5]([O:12][CH2:13][CH3:14])=[CH:4][C:3]=1[C:15]1[C:20]([F:21])=[CH:19][CH:18]=[CH:17][C:16]=1[F:22].[CH:23]1(B(O)O)[CH2:25][CH2:24]1, predict the reaction product. The product is: [CH:23]1([C:2]2[CH:7]=[C:6]([CH2:8][OH:10])[C:5]([O:12][CH2:13][CH3:14])=[CH:4][C:3]=2[C:15]2[C:20]([F:21])=[CH:19][CH:18]=[CH:17][C:16]=2[F:22])[CH2:25][CH2:24]1. (4) Given the reactants [CH3:1][C@H:2]([NH:10][CH3:11])[CH2:3][C:4]1[CH:5]=[CH:6][CH:7]=[CH:8][CH:9]=1.C(=O)([O-])[O-:13].[Na+].[Na+].C(=O)(O)[O-], predict the reaction product. The product is: [CH3:1][C@H:2]([NH:10][CH3:11])[C@@H:3]([OH:13])[C:4]1[CH:5]=[CH:6][CH:7]=[CH:8][CH:9]=1. (5) Given the reactants Cl[C:2]1[CH:7]=[CH:6][C:5]([Cl:8])=[CH:4][C:3]=1[N+:9]([O-:11])=[O:10].[NH2:12][C:13]1[CH:18]=[CH:17][C:16]([CH2:19][CH2:20][OH:21])=[CH:15][CH:14]=1, predict the reaction product. The product is: [Cl:8][C:5]1[CH:6]=[CH:7][C:2]([NH:12][C:13]2[CH:18]=[CH:17][C:16]([CH2:19][CH2:20][OH:21])=[CH:15][CH:14]=2)=[C:3]([N+:9]([O-:11])=[O:10])[CH:4]=1.